This data is from Full USPTO retrosynthesis dataset with 1.9M reactions from patents (1976-2016). The task is: Predict the reactants needed to synthesize the given product. (1) The reactants are: O=C[C@@H]([C@H]([C@@H]([C@@H](CO)O)O)O)O.C1C=[N+]([C@@H]2O[C@H](COP(OP(OC[C@H]3O[C@@H](N4C5N=CN=C(N)C=5N=C4)[C@H](OP(O)(O)=O)[C@@H]3O)(O)=O)(O)=O)[C@@H](O)[C@H]2O)C=C(C(N)=O)C=1.[CH2:61]([O:68][CH2:69][CH2:70][CH2:71][C:72](=[CH2:75])[CH:73]=[O:74])[C:62]1[CH:67]=[CH:66][CH:65]=[CH:64][CH:63]=1. Given the product [CH2:61]([O:68][CH2:69][CH2:70][CH2:71][CH:72]([CH3:75])[CH:73]=[O:74])[C:62]1[CH:67]=[CH:66][CH:65]=[CH:64][CH:63]=1, predict the reactants needed to synthesize it. (2) Given the product [Cl:1][C:2]1[CH:3]=[C:4]2[C:5]([C:2]3[CH2:3][CH2:4][NH:11][C:20](=[O:22])[C:10]=3[NH:11]2)=[C:6]2[CH2:7][CH2:8][O:9][C:10]=12, predict the reactants needed to synthesize it. The reactants are: [Cl:1][C:2]1[C:10]2[O:9][CH2:8][CH2:7][C:6]=2[CH:5]=[C:4]([NH:11]N=C2CCCNC2=O)[CH:3]=1.[CH:20]([OH:22])=O. (3) Given the product [CH3:1][O:2][C:3]1[CH:4]=[C:5]([CH2:9][CH2:10][NH:11][C:23](=[O:24])[CH2:22][C:16]2[CH:17]=[CH:18][C:19]([O:20][CH3:21])=[C:14]([O:13][CH3:12])[CH:15]=2)[CH:6]=[CH:7][CH:8]=1, predict the reactants needed to synthesize it. The reactants are: [CH3:1][O:2][C:3]1[CH:4]=[C:5]([CH2:9][CH2:10][NH2:11])[CH:6]=[CH:7][CH:8]=1.[CH3:12][O:13][C:14]1[CH:15]=[C:16]([CH2:22][C:23](Cl)=[O:24])[CH:17]=[CH:18][C:19]=1[O:20][CH3:21]. (4) Given the product [OH:14][CH:15]1[C:16]2([CH3:26])[CH2:23][N:22]([CH3:24])[CH2:21][C:20]1([CH3:25])[CH2:19][N:18]([C:6]1[C:7]3[C:12](=[CH:11][CH:10]=[CH:9][CH:8]=3)[C:3]([C:1]#[N:2])=[CH:4][CH:5]=1)[CH2:17]2, predict the reactants needed to synthesize it. The reactants are: [C:1]([C:3]1[C:12]2[C:7](=[CH:8][CH:9]=[CH:10][CH:11]=2)[C:6](F)=[CH:5][CH:4]=1)#[N:2].[OH:14][CH:15]1[C:20]2([CH3:25])[CH2:21][N:22]([CH3:24])[CH2:23][C:16]1([CH3:26])[CH2:17][NH:18][CH2:19]2. (5) Given the product [N:1]([CH:2]1[C:8](=[O:9])[NH:7][C:6]2[CH:10]=[CH:11][CH:12]=[CH:13][C:5]=2[CH2:4][CH2:3]1)=[N+:38]=[N-:39], predict the reactants needed to synthesize it. The reactants are: [NH2:1][CH:2]1[C:8](=[O:9])[NH:7][C:6]2[CH:10]=[CH:11][CH:12]=[CH:13][C:5]=2[CH2:4][CH2:3]1.BrC1C(=O)NC2C=CC=CC=2CC1.C1(=O)C2C(=CC=CC=2)CCC1.[N-:38]=[N+:39]=[N-].[Na+].